From a dataset of Catalyst prediction with 721,799 reactions and 888 catalyst types from USPTO. Predict which catalyst facilitates the given reaction. Reactant: [NH2:1][CH2:2][CH2:3][CH2:4][CH2:5][C:6]([C:8]1[CH:13]=[C:12]([F:14])[C:11]([F:15])=[C:10]([F:16])[CH:9]=1)=O.[BH4-].[Na+]. Product: [F:16][C:10]1[CH:9]=[C:8]([CH:6]2[CH2:5][CH2:4][CH2:3][CH2:2][NH:1]2)[CH:13]=[C:12]([F:14])[C:11]=1[F:15]. The catalyst class is: 83.